From a dataset of Catalyst prediction with 721,799 reactions and 888 catalyst types from USPTO. Predict which catalyst facilitates the given reaction. Reactant: [NH:1]1[CH2:6][CH2:5][CH2:4][CH2:3][CH2:2]1.[CH2:7]([O:9][C:10]([C@@:12]12[CH2:27][C@H:26]1[CH:25]=[CH:24][CH2:23][CH2:22][CH2:21][CH2:20][CH2:19][C@H:18]([NH:28][C:29]([O:31][C@@H:32]1[CH2:34][C@H:33]1[CH2:35][CH2:36][CH2:37]/[CH:38]=[CH:39]/[B:40]1[O:44][C:43]([CH3:46])([CH3:45])[C:42]([CH3:48])([CH3:47])[O:41]1)=[O:30])[C:17](=[O:49])[N:16]1[CH2:50][C@H:51]([O:53][C:54]3[C:63]([Br:64])=[C:62]([O:65][CH2:66][CH2:67][CH2:68]Br)[C:61]4[C:56](=[CH:57][CH:58]=[CH:59][CH:60]=4)[N:55]=3)[CH2:52][C@H:15]1[C:14](=[O:70])[NH:13]2)=[O:11])[CH3:8]. The catalyst class is: 16. Product: [CH2:7]([O:9][C:10]([C@@:12]12[CH2:27][C@H:26]1[CH:25]=[CH:24][CH2:23][CH2:22][CH2:21][CH2:20][CH2:19][C@H:18]([NH:28][C:29]([O:31][C@@H:32]1[CH2:34][C@H:33]1[CH2:35][CH2:36][CH2:37]/[CH:38]=[CH:39]/[B:40]1[O:44][C:43]([CH3:45])([CH3:46])[C:42]([CH3:48])([CH3:47])[O:41]1)=[O:30])[C:17](=[O:49])[N:16]1[CH2:50][C@H:51]([O:53][C:54]3[C:63]([Br:64])=[C:62]([O:65][CH2:66][CH2:67][CH2:68][N:1]4[CH2:6][CH2:5][CH2:4][CH2:3][CH2:2]4)[C:61]4[C:56](=[CH:57][CH:58]=[CH:59][CH:60]=4)[N:55]=3)[CH2:52][C@H:15]1[C:14](=[O:70])[NH:13]2)=[O:11])[CH3:8].